Dataset: Reaction yield outcomes from USPTO patents with 853,638 reactions. Task: Predict the reaction yield, written as a fraction of the theoretical maximum amount of product (1.0 means a 100% yield; for example, 0.34 means a 34% yield). (1) The reactants are [OH:1][C:2]1[CH:3]=[C:4]([CH:7]=[CH:8][CH:9]=1)[CH:5]=[O:6].Cl[C:11]1[N:16]=[CH:15][CH:14]=[CH:13][N:12]=1.C([O-])([O-])=O.[K+].[K+].O. The catalyst is CS(C)=O. The product is [N:12]1[CH:13]=[CH:14][CH:15]=[N:16][C:11]=1[O:1][C:2]1[CH:3]=[C:4]([CH:7]=[CH:8][CH:9]=1)[CH:5]=[O:6]. The yield is 0.710. (2) The reactants are [Br-].Br[C:3]1[CH:4]=[CH:5][C:6]([C:9]([O:11][CH2:12][CH3:13])=[O:10])=[N:7][CH:8]=1.O.O1[CH2:19][CH2:18][CH2:17]C1. The catalyst is [Cl-].[Zn+2].[Cl-].Cl[Pd](Cl)([P](C1C=CC=CC=1)(C1C=CC=CC=1)C1C=CC=CC=1)[P](C1C=CC=CC=1)(C1C=CC=CC=1)C1C=CC=CC=1. The product is [CH:17]1([C:3]2[CH:4]=[CH:5][C:6]([C:9]([O:11][CH2:12][CH3:13])=[O:10])=[N:7][CH:8]=2)[CH2:18][CH2:19]1. The yield is 0.870. (3) The reactants are [Br:1][C:2]1[CH:3]=[N:4][N:5]2[C:10]([NH:11][C:12]3[CH:17]=[C:16]([CH3:18])[CH:15]=[CH:14][C:13]=3[F:19])=[C:9]([C:20](O)=[O:21])[CH:8]=[N:7][C:6]=12.Cl.[F:24][C:25]1([C:31]2[CH:36]=[CH:35][CH:34]=[CH:33][CH:32]=2)[CH2:30][CH2:29][NH:28][CH2:27][CH2:26]1. The yield is 0.290. The product is [Br:1][C:2]1[CH:3]=[N:4][N:5]2[C:10]([NH:11][C:12]3[CH:17]=[C:16]([CH3:18])[CH:15]=[CH:14][C:13]=3[F:19])=[C:9]([C:20]([N:28]3[CH2:29][CH2:30][C:25]([F:24])([C:31]4[CH:32]=[CH:33][CH:34]=[CH:35][CH:36]=4)[CH2:26][CH2:27]3)=[O:21])[CH:8]=[N:7][C:6]=12. No catalyst specified. (4) The reactants are [N:1]1[CH:6]=[CH:5][CH:4]=[CH:3][C:2]=1[O:7][CH2:8][CH2:9][CH2:10][NH2:11].[C:12]([N:16]1[C:20](=[O:21])[C:19](Cl)=[C:18]([C:23]2[CH:28]=[CH:27][CH:26]=[CH:25][CH:24]=2)[S:17]1(=[O:30])=[O:29])([CH3:15])([CH3:14])[CH3:13]. No catalyst specified. The product is [C:12]([N:16]1[C:20](=[O:21])[C:19]([NH:11][CH2:10][CH2:9][CH2:8][O:7][C:2]2[CH:3]=[CH:4][CH:5]=[CH:6][N:1]=2)=[C:18]([C:23]2[CH:28]=[CH:27][CH:26]=[CH:25][CH:24]=2)[S:17]1(=[O:29])=[O:30])([CH3:15])([CH3:13])[CH3:14]. The yield is 0.650. (5) The reactants are [Br:1][C:2]1[CH:3]=[C:4]2[C:10](I)=[N:9][N:8]([CH2:12][O:13][CH2:14][CH2:15][Si:16]([CH3:19])([CH3:18])[CH3:17])[C:5]2=[N:6][CH:7]=1.[CH3:20][N:21](C=O)C. The catalyst is [C-]#N.[C-]#N.[Zn+2].C1C=CC(P(C2C=CC=CC=2)[C-]2C=CC=C2)=CC=1.C1C=CC(P(C2C=CC=CC=2)[C-]2C=CC=C2)=CC=1.[Fe+2].C1C=CC(/C=C/C(/C=C/C2C=CC=CC=2)=O)=CC=1.C1C=CC(/C=C/C(/C=C/C2C=CC=CC=2)=O)=CC=1.C1C=CC(/C=C/C(/C=C/C2C=CC=CC=2)=O)=CC=1.[Pd].[Pd]. The product is [Br:1][C:2]1[CH:3]=[C:4]2[C:10]([C:20]#[N:21])=[N:9][N:8]([CH2:12][O:13][CH2:14][CH2:15][Si:16]([CH3:19])([CH3:18])[CH3:17])[C:5]2=[N:6][CH:7]=1. The yield is 0.480.